From a dataset of Forward reaction prediction with 1.9M reactions from USPTO patents (1976-2016). Predict the product of the given reaction. Given the reactants [OH:1][CH2:2][C:3]1[C:4]([CH3:10])=[C:5]([OH:9])[CH:6]=[CH:7][CH:8]=1.FC(F)(F)C(O)=O.[Br:18]N1C(=O)CCC1=O.C(=O)([O-])[O-].[K+].[K+], predict the reaction product. The product is: [Br:18][C:8]1[CH:7]=[CH:6][C:5]([OH:9])=[C:4]([CH3:10])[C:3]=1[CH2:2][OH:1].